The task is: Regression. Given a peptide amino acid sequence and an MHC pseudo amino acid sequence, predict their binding affinity value. This is MHC class I binding data.. This data is from Peptide-MHC class I binding affinity with 185,985 pairs from IEDB/IMGT. (1) The peptide sequence is TSETMYLTMK. The MHC is HLA-A68:01 with pseudo-sequence HLA-A68:01. The binding affinity (normalized) is 0.431. (2) The peptide sequence is IMRNFLRSIA. The MHC is HLA-A02:06 with pseudo-sequence HLA-A02:06. The binding affinity (normalized) is 0.418. (3) The peptide sequence is AFFSDLVKF. The MHC is HLA-A02:01 with pseudo-sequence HLA-A02:01. The binding affinity (normalized) is 0.213. (4) The peptide sequence is SIISHNFCNL. The MHC is HLA-A02:03 with pseudo-sequence HLA-A02:03. The binding affinity (normalized) is 0.542. (5) The peptide sequence is GMSGGNQGA. The MHC is HLA-A02:01 with pseudo-sequence HLA-A02:01. The binding affinity (normalized) is 0.128. (6) The peptide sequence is KIILFQNNDI. The MHC is HLA-A02:03 with pseudo-sequence HLA-A02:03. The binding affinity (normalized) is 0.297.